The task is: Predict the product of the given reaction.. This data is from Forward reaction prediction with 1.9M reactions from USPTO patents (1976-2016). The product is: [C:1]([O:5][C:6](=[O:7])[NH:8][CH2:9][C:10](=[O:12])[NH:25][CH2:24][CH:23]([F:26])[F:22])([CH3:2])([CH3:3])[CH3:4]. Given the reactants [C:1]([O:5][C:6]([NH:8][CH2:9][C:10]([OH:12])=O)=[O:7])([CH3:4])([CH3:3])[CH3:2].C(N(CC)C(C)C)(C)C.[F:22][CH:23]([F:26])[CH2:24][NH2:25].CN(C(ON1N=NC2C=CC=NC1=2)=[N+](C)C)C.F[P-](F)(F)(F)(F)F, predict the reaction product.